From a dataset of Catalyst prediction with 721,799 reactions and 888 catalyst types from USPTO. Predict which catalyst facilitates the given reaction. (1) Reactant: C(OC(=O)[NH:7][CH2:8][C:9]1[CH:14]=[C:13]([CH2:15][N:16]2[CH2:21][CH2:20][N:19]([CH3:22])[CH2:18][CH2:17]2)[CH:12]=[C:11]([Cl:23])[C:10]=1[F:24])(C)(C)C.Cl. Product: [Cl:23][C:11]1[C:10]([F:24])=[C:9]([CH:14]=[C:13]([CH2:15][N:16]2[CH2:21][CH2:20][N:19]([CH3:22])[CH2:18][CH2:17]2)[CH:12]=1)[CH2:8][NH2:7]. The catalyst class is: 12. (2) Reactant: CC1(C)C(C)(C)OB([C:9]2[CH:19]=[CH:18][C:12]([O:13][CH:14]([CH3:17])[CH2:15][OH:16])=[CH:11][CH:10]=2)O1.[Cl:21][C:22]1[CH:23]=[C:24]2[NH:31][C:30]([O:32][C@H:33]3[CH2:38][O:37][C@H:36]([CH2:39][OH:40])[C@@H:35]([OH:41])[CH2:34]3)=[N:29][C:25]2=[N:26][C:27]=1I.[O-]P([O-])([O-])=O.[K+].[K+].[K+].N#N. Product: [Cl:21][C:22]1[CH:23]=[C:24]2[NH:31][C:30]([O:32][C@H:33]3[CH2:38][O:37][C@H:36]([CH2:39][OH:40])[C@@H:35]([OH:41])[CH2:34]3)=[N:29][C:25]2=[N:26][C:27]=1[C:9]1[CH:10]=[CH:11][C:12]([O:13][CH:14]([CH3:17])[CH2:15][OH:16])=[CH:18][CH:19]=1. The catalyst class is: 38.